From a dataset of Forward reaction prediction with 1.9M reactions from USPTO patents (1976-2016). Predict the product of the given reaction. (1) Given the reactants [C:1]1([S:7]([N:10]2[CH:14]=[C:13](Br)[C:12]([C:16]3[CH:17]=[N:18][CH:19]=[CH:20][CH:21]=3)=[N:11]2)(=[O:9])=[O:8])[CH:6]=[CH:5][CH:4]=[CH:3][CH:2]=1.[CH:22](/B(O)O)=[CH:23]\[CH2:24][CH2:25][CH2:26][CH2:27][CH2:28][CH3:29].[O-]P([O-])([O-])=O.[K+].[K+].[K+].COC1C=CC=C(OC)C=1C1C=CC=CC=1P(C1CCCCC1)C1CCCCC1, predict the reaction product. The product is: [C:1]1([S:7]([N:10]2[CH:14]=[C:13]([CH:22]=[CH:23][CH2:24][CH2:25][CH2:26][CH2:27][CH2:28][CH3:29])[C:12]([C:16]3[CH:17]=[N:18][CH:19]=[CH:20][CH:21]=3)=[N:11]2)(=[O:9])=[O:8])[CH:6]=[CH:5][CH:4]=[CH:3][CH:2]=1. (2) Given the reactants [O:1]=[C:2]1[NH:7][CH:6]=[N:5][C:4]2[N:8]([CH:11]3[CH2:16][CH2:15][N:14]([C:17]([O:19][C:20]([CH3:23])([CH3:22])[CH3:21])=[O:18])[CH2:13][CH2:12]3)[CH:9]=[CH:10][C:3]1=2.[F:24][C:25]1[CH:30]=[CH:29][C:28]([C:31]([N:33]2[CH2:40][CH2:39][C:36]3([O:38][CH2:37]3)[CH2:35][CH2:34]2)=[O:32])=[CH:27][CH:26]=1.C(=O)([O-])[O-].[Cs+].[Cs+], predict the reaction product. The product is: [F:24][C:25]1[CH:30]=[CH:29][C:28]([C:31]([N:33]2[CH2:34][CH2:35][C:36]([CH2:37][N:7]3[C:2](=[O:1])[C:3]4[CH:10]=[CH:9][N:8]([CH:11]5[CH2:12][CH2:13][N:14]([C:17]([O:19][C:20]([CH3:23])([CH3:22])[CH3:21])=[O:18])[CH2:15][CH2:16]5)[C:4]=4[N:5]=[CH:6]3)([OH:38])[CH2:39][CH2:40]2)=[O:32])=[CH:27][CH:26]=1. (3) Given the reactants CCO.Br[C:5]1[CH:6]=[C:7]2[C:12](=[CH:13][CH:14]=1)[N:11]=[CH:10][N:9]=[C:8]2[NH:15][CH:16]1[CH2:18][CH2:17]1.[CH:19]([C:21]1[CH:22]=[C:23](OB(O)O)[CH:24]=[CH:25][CH:26]=1)=[O:20].C(=O)([O-])[O-].[Na+].[Na+], predict the reaction product. The product is: [CH:16]1([NH:15][C:8]2[C:7]3[C:12](=[CH:13][CH:14]=[C:5]([C:25]4[CH:26]=[C:21]([CH:22]=[CH:23][CH:24]=4)[CH:19]=[O:20])[CH:6]=3)[N:11]=[CH:10][N:9]=2)[CH2:18][CH2:17]1. (4) Given the reactants Br[CH2:2][C:3]([C:5]1[CH:31]=[CH:30][C:8]2[N:9]([C:12]3[CH:13]=[C:14]([NH:26][C:27](=[O:29])[CH3:28])[CH:15]=[C:16]([C:18]4[CH:23]=[CH:22][C:21]([F:24])=[CH:20][C:19]=4[F:25])[CH:17]=3)[CH:10]=[N:11][C:7]=2[CH:6]=1)=O.[NH2:32][C:33]([NH2:35])=[S:34], predict the reaction product. The product is: [NH2:35][C:33]1[S:34][C:3]([C:5]2[CH:31]=[CH:30][C:8]3[N:9]([C:12]4[CH:13]=[C:14]([NH:26][C:27](=[O:29])[CH3:28])[CH:15]=[C:16]([C:18]5[CH:23]=[CH:22][C:21]([F:24])=[CH:20][C:19]=5[F:25])[CH:17]=4)[CH:10]=[N:11][C:7]=3[CH:6]=2)=[CH:2][N:32]=1. (5) Given the reactants [F:1][C:2]([F:18])([F:17])[C:3]([N:5]1[CH2:11][CH2:10][C:9]2[CH:12]=[C:13]([OH:16])[CH:14]=[CH:15][C:8]=2[CH2:7][CH2:6]1)=[O:4].Cl[C:20]1[CH:28]=[CH:27][C:23]([C:24]([NH2:26])=[O:25])=[CH:22][N:21]=1.C([O-])([O-])=O.[K+].[K+].C1(C)C=CC=CC=1, predict the reaction product. The product is: [F:18][C:2]([F:1])([F:17])[C:3]([N:5]1[CH2:11][CH2:10][C:9]2[CH:12]=[C:13]([O:16][C:20]3[CH:28]=[CH:27][C:23]([C:24]([NH2:26])=[O:25])=[CH:22][N:21]=3)[CH:14]=[CH:15][C:8]=2[CH2:7][CH2:6]1)=[O:4]. (6) The product is: [CH2:2]([O:19][C:12]1[CH:13]=[CH:14][C:15]([N+:16]([O-:18])=[O:17])=[C:10]([F:9])[CH:11]=1)[C:3]1[CH:8]=[CH:7][CH:6]=[CH:5][CH:4]=1. Given the reactants Br[CH2:2][C:3]1[CH:8]=[CH:7][CH:6]=[CH:5][CH:4]=1.[F:9][C:10]1[CH:11]=[C:12]([OH:19])[CH:13]=[CH:14][C:15]=1[N+:16]([O-:18])=[O:17].C(=O)([O-])[O-].[K+].[K+].[I-].[Na+], predict the reaction product. (7) Given the reactants [F:1][C:2]1[CH:3]=[CH:4][C:5]([N:8]2[CH:12]=[C:11]([CH2:13][CH2:14][NH:15][C:16](=[O:29])[C:17]3[CH:22]=[C:21]([CH3:23])[CH:20]=[CH:19][C:18]=3[N:24]3[N:28]=[CH:27][CH:26]=[N:25]3)[CH:10]=[N:9]2)=[N:6][CH:7]=1.[CH3:30]I, predict the reaction product. The product is: [F:1][C:2]1[CH:3]=[CH:4][C:5]([N:8]2[CH:12]=[C:11]([CH2:13][CH2:14][N:15]([CH3:30])[C:16](=[O:29])[C:17]3[CH:22]=[C:21]([CH3:23])[CH:20]=[CH:19][C:18]=3[N:24]3[N:28]=[CH:27][CH:26]=[N:25]3)[CH:10]=[N:9]2)=[N:6][CH:7]=1.